From a dataset of Full USPTO retrosynthesis dataset with 1.9M reactions from patents (1976-2016). Predict the reactants needed to synthesize the given product. (1) Given the product [Br:10][C:3]1[C:2]([F:1])=[CH:8][C:6]([NH2:7])=[C:5]([CH3:9])[CH:4]=1, predict the reactants needed to synthesize it. The reactants are: [F:1][C:2]1[CH:8]=[C:6]([NH2:7])[C:5]([CH3:9])=[CH:4][CH:3]=1.[Br:10]N1C(=O)CCC1=O.S([O-])([O-])(=O)=S.[Na+].[Na+]. (2) Given the product [CH3:16][O:17][C:18]1[CH:19]=[C:20]([CH2:26][CH2:27][NH:28][C:9](=[O:10])[O:11][C:12]([CH3:13])([CH3:14])[CH3:15])[CH:21]=[CH:22][C:23]=1[O:24][CH3:25], predict the reactants needed to synthesize it. The reactants are: [C:9](O[C:9]([O:11][C:12]([CH3:15])([CH3:14])[CH3:13])=[O:10])([O:11][C:12]([CH3:15])([CH3:14])[CH3:13])=[O:10].[CH3:16][O:17][C:18]1[CH:19]=[C:20]([CH2:26][CH2:27][NH2:28])[CH:21]=[CH:22][C:23]=1[O:24][CH3:25]. (3) Given the product [N+:21]([C:18]1[CH:19]=[CH:20][C:15]([CH:13]=[CH:12][C:8]([C:7]2[CH:6]=[CH:5][C:4]([N+:1]([O-:3])=[O:2])=[CH:11][CH:10]=2)=[O:9])=[CH:16][CH:17]=1)([O-:23])=[O:22], predict the reactants needed to synthesize it. The reactants are: [N+:1]([C:4]1[CH:11]=[CH:10][C:7]([CH:8]=[O:9])=[CH:6][CH:5]=1)([O-:3])=[O:2].[CH3:12][C:13]([C:15]1[CH:20]=[CH:19][C:18]([N+:21]([O-:23])=[O:22])=[CH:17][CH:16]=1)=O. (4) Given the product [NH3:17].[Si:50]([O:49][C@H:15]([C:12]1[CH:13]=[CH:14][C:9]([OH:8])=[C:10]([NH:57][S:58]([CH3:61])(=[O:59])=[O:60])[CH:11]=1)[CH2:16][NH:17][CH2:18][CH2:19][CH2:20][CH2:21][CH2:22][CH2:23][CH2:24][CH2:25][C:26]1[CH:31]=[CH:30][C:29]([OH:32])=[C:28]([C@@H:33]([C:43]2[CH:44]=[CH:45][CH:46]=[CH:47][CH:48]=2)[CH2:34][CH2:35][N:36]([CH:40]([CH3:42])[CH3:41])[CH:37]([CH3:39])[CH3:38])[CH:27]=1)([C:53]([CH3:56])([CH3:54])[CH3:55])([CH3:52])[CH3:51], predict the reactants needed to synthesize it. The reactants are: C([O:8][C:9]1[CH:14]=[CH:13][C:12]([C@@H:15]([O:49][Si:50]([C:53]([CH3:56])([CH3:55])[CH3:54])([CH3:52])[CH3:51])[CH2:16][NH:17][CH2:18][CH2:19][CH2:20][CH2:21][CH2:22][CH2:23][CH2:24][CH2:25][C:26]2[CH:31]=[CH:30][C:29]([OH:32])=[C:28]([C@@H:33]([C:43]3[CH:48]=[CH:47][CH:46]=[CH:45][CH:44]=3)[CH2:34][CH2:35][N:36]([CH:40]([CH3:42])[CH3:41])[CH:37]([CH3:39])[CH3:38])[CH:27]=2)=[CH:11][C:10]=1[NH:57][S:58]([CH3:61])(=[O:60])=[O:59])C1C=CC=CC=1.C([O-])=O.[NH4+].